This data is from Reaction yield outcomes from USPTO patents with 853,638 reactions. The task is: Predict the reaction yield, written as a fraction of the theoretical maximum amount of product (1.0 means a 100% yield; for example, 0.34 means a 34% yield). The reactants are [CH3:1][O:2][C:3]1[CH:4]=[C:5]2[C:10](=[CH:11][C:12]=1[O:13][CH3:14])[N:9]=[CH:8][CH:7]=[C:6]2[O:15][C:16]1[C:22]([CH3:23])=[CH:21][C:19]([NH2:20])=[C:18]([CH3:24])[CH:17]=1.C(N(CC)CC)C.ClC(Cl)(O[C:36](=[O:42])OC(Cl)(Cl)Cl)Cl.[N:44]1([CH2:49][CH2:50][NH2:51])[CH2:48][CH2:47][CH2:46][CH2:45]1. The catalyst is C(Cl)(Cl)Cl.O. The product is [CH3:1][O:2][C:3]1[CH:4]=[C:5]2[C:10](=[CH:11][C:12]=1[O:13][CH3:14])[N:9]=[CH:8][CH:7]=[C:6]2[O:15][C:16]1[C:22]([CH3:23])=[CH:21][C:19]([NH:20][C:36]([NH:51][CH2:50][CH2:49][N:44]2[CH2:48][CH2:47][CH2:46][CH2:45]2)=[O:42])=[C:18]([CH3:24])[CH:17]=1. The yield is 0.320.